This data is from Forward reaction prediction with 1.9M reactions from USPTO patents (1976-2016). The task is: Predict the product of the given reaction. (1) Given the reactants [CH3:1][O-].[Na+].[C:4]12([C:11]3[CH2:15][CH:14]=[CH:13][CH:12]=3)[CH2:10][CH:7]([CH2:8][CH2:9]1)[CH2:6][CH2:5]2.[CH3:16][C:17](C)=O.O, predict the reaction product. The product is: [CH:15]12[CH2:14][CH:13]([CH2:16][CH2:17]1)[CH2:12][CH:11]2[C:4]1[CH:9]=[CH:8][C:7](=[C:6]([CH3:5])[CH3:1])[CH:10]=1. (2) Given the reactants [C:1]1([N:7]2[C:12]3[CH:13]=[CH:14][CH:15]=[CH:16][C:11]=3[O:10][CH2:9][S:8]2(=[O:18])=[O:17])[CH:6]=[CH:5][CH:4]=[CH:3][CH:2]=1.C[Si]([N-][Si](C)(C)C)(C)C.[Li+].[CH2:29](Br)[CH:30]=[CH2:31], predict the reaction product. The product is: [CH2:31]([CH:9]1[O:10][C:11]2[CH:16]=[CH:15][CH:14]=[CH:13][C:12]=2[N:7]([C:1]2[CH:2]=[CH:3][CH:4]=[CH:5][CH:6]=2)[S:8]1(=[O:17])=[O:18])[CH:30]=[CH2:29]. (3) Given the reactants C(O[CH:4](OCC)[C:5]([C:7]1[CH:12]=[CH:11][C:10]([F:13])=[CH:9][CH:8]=1)=O)C.Cl.[NH2:18][NH:19][C:20]([NH2:22])=[O:21], predict the reaction product. The product is: [F:13][C:10]1[CH:9]=[CH:8][C:7]([C:5]2[CH:4]=[N:22][C:20](=[O:21])[NH:19][N:18]=2)=[CH:12][CH:11]=1.